Dataset: Reaction yield outcomes from USPTO patents with 853,638 reactions. Task: Predict the reaction yield, written as a fraction of the theoretical maximum amount of product (1.0 means a 100% yield; for example, 0.34 means a 34% yield). The yield is 0.110. The reactants are [NH2:1][CH2:2][C:3]1[N:4]=[CH:5][C:6]([C:9]([NH:11][CH2:12][C:13]2[S:17][C:16]([CH3:18])=[N:15][CH:14]=2)=[O:10])=[N:7][CH:8]=1.[Cl:19][C:20]1[CH:21]=[CH:22][C:23]([F:29])=[C:24]([CH:28]=1)[C:25](O)=[O:26].C(N(CC)CC)C. The product is [Cl:19][C:20]1[CH:21]=[CH:22][C:23]([F:29])=[C:24]([CH:28]=1)[C:25]([NH:1][CH2:2][C:3]1[N:4]=[CH:5][C:6]([C:9]([NH:11][CH2:12][C:13]2[S:17][C:16]([CH3:18])=[N:15][CH:14]=2)=[O:10])=[N:7][CH:8]=1)=[O:26]. The catalyst is CN(C)C=O.